Dataset: Forward reaction prediction with 1.9M reactions from USPTO patents (1976-2016). Task: Predict the product of the given reaction. (1) The product is: [CH2:1]([O:8][C:9]1[C:10]([CH2:20][CH:21]([NH:22][C:45](=[O:46])[CH2:44][O:43][C:42]2[CH:48]=[CH:49][C:39]([C:35]([CH3:37])([CH3:36])[CH3:38])=[CH:40][CH:41]=2)[C:23]2[CH:28]=[CH:27][CH:26]=[C:25]([C:29]3[S:30][C:31]([CH3:34])=[CH:32][CH:33]=3)[CH:24]=2)=[CH:11][C:12]([Cl:19])=[C:13]2[C:18]=1[N:17]=[CH:16][CH:15]=[CH:14]2)[C:2]1[CH:7]=[CH:6][CH:5]=[CH:4][CH:3]=1.[C:35]([C:39]1[CH:49]=[CH:48][C:42]([O:43][CH2:44][C:45]([NH:22][CH:21]([C:23]2[CH:28]=[CH:27][CH:26]=[C:25]([C:29]3[S:30][C:31]([CH3:34])=[CH:32][CH:33]=3)[CH:24]=2)[CH2:20][C:10]2[C:9]([OH:8])=[C:18]3[C:13]([CH:14]=[CH:15][CH:16]=[N:17]3)=[C:12]([Cl:19])[CH:11]=2)=[O:46])=[CH:41][CH:40]=1)([CH3:38])([CH3:36])[CH3:37]. Given the reactants [CH2:1]([O:8][C:9]1[C:10]([CH2:20][CH:21]([C:23]2[CH:28]=[CH:27][CH:26]=[C:25]([C:29]3[S:30][C:31]([CH3:34])=[CH:32][CH:33]=3)[CH:24]=2)[NH2:22])=[CH:11][C:12]([Cl:19])=[C:13]2[C:18]=1[N:17]=[CH:16][CH:15]=[CH:14]2)[C:2]1[CH:7]=[CH:6][CH:5]=[CH:4][CH:3]=1.[C:35]([C:39]1[CH:49]=[CH:48][C:42]([O:43][CH2:44][C:45](Cl)=[O:46])=[CH:41][CH:40]=1)([CH3:38])([CH3:37])[CH3:36].[Si](I)(C)(C)C, predict the reaction product. (2) Given the reactants [H-].[Na+].[Br:3][C:4]1[C:12]2[C:7](=[N:8][CH:9]=[C:10]([CH2:13][NH:14][C:15](=[O:21])[O:16][C:17]([CH3:20])([CH3:19])[CH3:18])[N:11]=2)[NH:6][CH:5]=1.[S:22](Cl)([C:25]1[CH:31]=[CH:30][C:28]([CH3:29])=[CH:27][CH:26]=1)(=[O:24])=[O:23].C(Cl)Cl, predict the reaction product. The product is: [Br:3][C:4]1[C:12]2[C:7](=[N:8][CH:9]=[C:10]([CH2:13][NH:14][C:15](=[O:21])[O:16][C:17]([CH3:18])([CH3:20])[CH3:19])[N:11]=2)[N:6]([S:22]([C:25]2[CH:31]=[CH:30][C:28]([CH3:29])=[CH:27][CH:26]=2)(=[O:24])=[O:23])[CH:5]=1.